The task is: Predict the reactants needed to synthesize the given product.. This data is from Full USPTO retrosynthesis dataset with 1.9M reactions from patents (1976-2016). (1) Given the product [Cl:1][C:2]1[N:7]=[C:6]([OH:17])[N:5]2[CH:10]=[C:11]([CH2:13][N:14]([CH3:16])[CH3:15])[N:12]=[C:4]2[CH:3]=1, predict the reactants needed to synthesize it. The reactants are: [Cl:1][C:2]1[N:7]=[C:6](SC)[N:5]2[CH:10]=[C:11]([CH2:13][N:14]([CH3:16])[CH3:15])[N:12]=[C:4]2[CH:3]=1.[OH-:17].[K+]. (2) Given the product [O:26]1[C:25]2[CH:29]=[CH:30][C:22]([NH:19][C:20]([N:16]3[CH2:17][CH2:18][N:13]([C:3]4[C:2]([Cl:1])=[CH:12][C:6]([C:7]([O:9][CH2:10][CH3:11])=[O:8])=[CH:5][N:4]=4)[CH2:14][CH2:15]3)=[O:21])=[CH:23][C:24]=2[O:28][CH2:27]1, predict the reactants needed to synthesize it. The reactants are: [Cl:1][C:2]1[C:3]([N:13]2[CH2:18][CH2:17][NH:16][CH2:15][CH2:14]2)=[N:4][CH:5]=[C:6]([CH:12]=1)[C:7]([O:9][CH2:10][CH3:11])=[O:8].[N:19]([C:22]1[CH:30]=[CH:29][C:25]2[O:26][CH2:27][O:28][C:24]=2[CH:23]=1)=[C:20]=[O:21]. (3) Given the product [CH2:1]([O:8][C:9]1[C:10]([CH:22]2[CH2:26][CH2:25][CH2:24][CH2:23]2)=[CH:11][C:12]([C:18]([F:21])([F:19])[F:20])=[C:13]([CH:14]=1)[NH2:15])[C:2]1[CH:3]=[CH:4][CH:5]=[CH:6][CH:7]=1, predict the reactants needed to synthesize it. The reactants are: [CH2:1]([O:8][C:9]1[CH:14]=[C:13]([N+:15]([O-])=O)[C:12]([C:18]([F:21])([F:20])[F:19])=[CH:11][C:10]=1[CH:22]1[CH2:26][CH2:25][CH2:24][CH2:23]1)[C:2]1[CH:7]=[CH:6][CH:5]=[CH:4][CH:3]=1.Cl. (4) The reactants are: [Cl:1][C:2]1[CH:7]=[CH:6][C:5]([C:8]([N:17]2[C:25]3[C:20](=[C:21]([NH:26][S:27]([CH3:30])(=[O:29])=[O:28])[CH:22]=[CH:23][CH:24]=3)[CH:19]=[CH:18]2)([CH2:15][CH3:16])[CH2:9][CH2:10][C:11](OC)=[O:12])=[CH:4][CH:3]=1.[H-].[Al+3].[Li+].[H-].[H-].[H-].O. Given the product [Cl:1][C:2]1[CH:7]=[CH:6][C:5]([C:8]([N:17]2[C:25]3[C:20](=[C:21]([NH:26][S:27]([CH3:30])(=[O:28])=[O:29])[CH:22]=[CH:23][CH:24]=3)[CH:19]=[CH:18]2)([CH2:9][CH2:10][CH2:11][OH:12])[CH2:15][CH3:16])=[CH:4][CH:3]=1, predict the reactants needed to synthesize it.